From a dataset of Forward reaction prediction with 1.9M reactions from USPTO patents (1976-2016). Predict the product of the given reaction. (1) Given the reactants [F:1][C:2]1[C:3](=[O:18])[N:4]([CH3:17])[CH:5]=[C:6](B2OC(C)(C)C(C)(C)O2)[CH:7]=1.Br[C:20]1[CH:25]=[C:24]([S:26]([CH3:29])(=[O:28])=[O:27])[CH:23]=[CH:22][C:21]=1[O:30][CH2:31][CH:32]1[CH2:34][CH2:33]1, predict the reaction product. The product is: [CH:32]1([CH2:31][O:30][C:21]2[CH:20]=[CH:25][C:24]([S:26]([CH3:29])(=[O:28])=[O:27])=[CH:23][C:22]=2[C:6]2[CH:7]=[C:2]([F:1])[C:3](=[O:18])[N:4]([CH3:17])[CH:5]=2)[CH2:33][CH2:34]1. (2) Given the reactants [C:1]([C:3]1[NH:4][CH:5]=[C:6]([C:8]#[N:9])[CH:7]=1)#[N:2].[H-].[Na+].C[N:13](C=O)C, predict the reaction product. The product is: [NH2:13][N:4]1[CH:5]=[C:6]([C:8]#[N:9])[CH:7]=[C:3]1[C:1]#[N:2]. (3) Given the reactants [Br:1][C:2]1[CH:3]=[CH:4][C:5]([F:11])=[C:6]([CH:10]=1)[C:7]([OH:9])=[O:8].O.[C:13]1(C)C=CC(S(O)(=O)=O)=CC=1, predict the reaction product. The product is: [CH3:13][O:8][C:7](=[O:9])[C:6]1[CH:10]=[C:2]([Br:1])[CH:3]=[CH:4][C:5]=1[F:11]. (4) Given the reactants [CH:1]([O:4][CH2:5][C:6]([O:8]CC)=[O:7])([CH3:3])[CH3:2].C(O[C@@H]([CH2:20][C:21]1[C:26]2[S:27][CH:28]=[CH:29][C:25]=2[C:24]([O:30][CH2:31][CH2:32][C:33]2[N:34]=[C:35]([C:39]3[CH:44]=[CH:43][C:42](C(C)C)=[CH:41][CH:40]=3)[O:36][C:37]=2[CH3:38])=[CH:23][CH:22]=1)C(O)=O)CC=C.[H-].[Na+].BrC[C:52]([OH:54])=O.C[CH2:56][OH:57], predict the reaction product. The product is: [CH3:56][O:57][C:41]1[CH:40]=[C:39]([C:35]2[O:36][C:37]([CH3:38])=[C:33]([CH2:32][CH2:31][O:30][C:24]3[C:25]4[CH:29]=[CH:28][S:27][C:26]=4[C:21]([CH2:20][CH:5]([O:4][CH:1]([CH3:2])[CH3:3])[C:6]([OH:8])=[O:7])=[CH:22][CH:23]=3)[N:34]=2)[CH:44]=[C:43]([O:54][CH3:52])[CH:42]=1. (5) Given the reactants [CH3:1][NH:2][C:3]([NH:5][C:6]([N:8]1[CH:14]([CH3:15])[CH2:13][C:12]2[CH:16]=[C:17]3[O:22][CH2:21][O:20][C:18]3=[CH:19][C:11]=2[C:10]([C:23]2[CH:28]=[CH:27][C:26]([N+:29]([O-:31])=[O:30])=[CH:25][CH:24]=2)=[N:9]1)=[S:7])=[O:4].BrBr.CO, predict the reaction product. The product is: [CH3:15][CH:14]1[CH2:13][C:12]2[CH:16]=[C:17]3[O:22][CH2:21][O:20][C:18]3=[CH:19][C:11]=2[C:10]([C:23]2[CH:28]=[CH:27][C:26]([N+:29]([O-:31])=[O:30])=[CH:25][CH:24]=2)=[N:9][N:8]1[C:6]1[S:7][N:2]([CH3:1])[C:3](=[O:4])[N:5]=1. (6) Given the reactants C([O:8][C:9]1[N:14]=[C:13]([NH:15][C:16]2[CH:21]=[CH:20][C:19]([CH2:22][CH3:23])=[CH:18][CH:17]=2)[C:12]([NH2:24])=[CH:11][CH:10]=1)C1C=CC=CC=1.[C:25](OC)(OC)(OC)[CH3:26].C(O)(C(F)(F)F)=O, predict the reaction product. The product is: [CH2:22]([C:19]1[CH:18]=[CH:17][C:16]([N:15]2[C:13]3=[N:14][C:9]([OH:8])=[CH:10][CH:11]=[C:12]3[N:24]=[C:25]2[CH3:26])=[CH:21][CH:20]=1)[CH3:23]. (7) The product is: [CH:32]1([C:36]2[N:13]=[C:12]([OH:39])[C:11]3[C:6](=[CH:7][CH:8]=[C:9]([O:28][CH3:29])[CH:10]=3)[N:37]=2)[CH2:35][CH2:34][CH2:33]1. Given the reactants C1(C2[N:13]=[C:12](N3CCN(C4C=CC=CC=4OC)CC3)[C:11]3[C:6](=[CH:7][C:8](OC)=[C:9]([O:28][CH3:29])[CH:10]=3)N=2)CC1.[CH:32]1([C:36]#[N:37])[CH2:35][CH2:34][CH2:33]1.Cl.[O:39]1CCOCC1, predict the reaction product. (8) Given the reactants [NH:1]1[C:5]2=[N+:6]([O-])[CH:7]=[CH:8][CH:9]=[C:4]2[CH:3]=[CH:2]1.O=P(Cl)(Cl)[Cl:13], predict the reaction product. The product is: [Cl:13][C:9]1[CH:8]=[CH:7][N:6]=[C:5]2[NH:1][CH:2]=[CH:3][C:4]=12.